Predict the product of the given reaction. From a dataset of Forward reaction prediction with 1.9M reactions from USPTO patents (1976-2016). (1) Given the reactants [Cl:1][C:2]1[S:6][CH:5]=[C:4](C(O)=O)[CH:3]=1.C([N:12]([CH2:15]C)CC)C.C1(P(N=[N+]=[N-])(C2C=CC=CC=2)=[O:24])C=CC=CC=1.[C:34]([OH:38])([CH3:37])([CH3:36])[CH3:35], predict the reaction product. The product is: [Cl:1][C:2]1[S:6][CH:5]=[C:4]([NH:12][C:15](=[O:24])[O:38][C:34]([CH3:37])([CH3:36])[CH3:35])[CH:3]=1. (2) Given the reactants C(=O)([O-])[O-].[Cs+].[Cs+].Br[C:8]1[CH:16]=[CH:15][CH:14]=[CH:13][C:9]=1[C:10]([OH:12])=[O:11].[CH3:17][O:18][C:19]1[CH:24]=[CH:23][CH:22]=[CH:21][C:20]=1[OH:25].Cl, predict the reaction product. The product is: [CH3:17][O:18][C:19]1[CH:24]=[CH:23][CH:22]=[CH:21][C:20]=1[O:25][C:8]1[CH:16]=[CH:15][CH:14]=[CH:13][C:9]=1[C:10]([OH:12])=[O:11]. (3) Given the reactants [NH2:1][C@@H:2]([C:8]([OH:10])=[O:9])[CH2:3][CH2:4][CH2:5][CH2:6][NH2:7].N[C@H](C(O)=O)CCCNC(=N)N.N[C@@H](C(O)=O)CCCNC(=N)N.N[C@H](C(O)=O)CCSC.N[C@@H](C(O)=O)CCSC.N[C@H](C(O)=O)[C@H](CC)C.N[C@@H](C(O)=O)[C@@H](CC)C.N[C@H](C(O)=O)CCCN.N[C@@H](C(O)=O)CCCN, predict the reaction product. The product is: [NH2:1][C@H:2]([C:8]([OH:10])=[O:9])[CH2:3][CH2:4][CH2:5][CH2:6][NH2:7]. (4) Given the reactants [NH2:1][CH:2]1[N:8]=[C:7]([C:9]2[C:10]([O:17][CH3:18])=[N:11][C:12]([O:15][CH3:16])=[N:13][CH:14]=2)[C:6]2[CH:19]=[C:20]([Cl:23])[CH:21]=[CH:22][C:5]=2[N:4]([CH3:24])[C:3]1=[O:25].[C:26](Cl)(Cl)=[S:27], predict the reaction product. The product is: [Cl:23][C:20]1[CH:21]=[CH:22][C:5]2[N:4]([CH3:24])[C:3](=[O:25])[CH:2]([N:1]=[C:26]=[S:27])[N:8]=[C:7]([C:9]3[C:10]([O:17][CH3:18])=[N:11][C:12]([O:15][CH3:16])=[N:13][CH:14]=3)[C:6]=2[CH:19]=1.